From a dataset of TCR-epitope binding with 47,182 pairs between 192 epitopes and 23,139 TCRs. Binary Classification. Given a T-cell receptor sequence (or CDR3 region) and an epitope sequence, predict whether binding occurs between them. The epitope is KAFSPEVIPMF. The TCR CDR3 sequence is CASTDTGYYGYTF. Result: 1 (the TCR binds to the epitope).